The task is: Binary Classification. Given a T-cell receptor sequence (or CDR3 region) and an epitope sequence, predict whether binding occurs between them.. This data is from TCR-epitope binding with 47,182 pairs between 192 epitopes and 23,139 TCRs. (1) The epitope is QIKVRVKMV. The TCR CDR3 sequence is CASSESEQGYTGELFF. Result: 1 (the TCR binds to the epitope). (2) The epitope is KLPDDFTGCV. The TCR CDR3 sequence is CASSERGRYNEQFF. Result: 0 (the TCR does not bind to the epitope). (3) Result: 0 (the TCR does not bind to the epitope). The TCR CDR3 sequence is CASSLISGRARNEQFF. The epitope is LSDDAVVCFNSTY. (4) The epitope is SEETGTLIV. The TCR CDR3 sequence is CASSRGDVETQYF. Result: 0 (the TCR does not bind to the epitope). (5) The epitope is LLMPILTLT. The TCR CDR3 sequence is CSASGQGNEQFF. Result: 1 (the TCR binds to the epitope). (6) The epitope is RQLLFVVEV. The TCR CDR3 sequence is CASSLTRSPSYNEQFF. Result: 1 (the TCR binds to the epitope). (7) The epitope is VLWAHGFEL. The TCR CDR3 sequence is CASSARGLAESYNEQFF. Result: 1 (the TCR binds to the epitope).